Dataset: Reaction yield outcomes from USPTO patents with 853,638 reactions. Task: Predict the reaction yield, written as a fraction of the theoretical maximum amount of product (1.0 means a 100% yield; for example, 0.34 means a 34% yield). (1) The reactants are [Cl:1][C:2]1[CH:3]=[C:4]2[C:9](=[CH:10][CH:11]=1)[NH:8][C:7](=[O:12])[C:6]([C@H:13]([NH:15][S@@](C(C)(C)C)=O)[CH3:14])=[CH:5]2.Cl.C(OCC)C. The catalyst is CO. The product is [ClH:1].[NH2:15][C@@H:13]([C:6]1[C:7](=[O:12])[NH:8][C:9]2[C:4]([CH:5]=1)=[CH:3][C:2]([Cl:1])=[CH:11][CH:10]=2)[CH3:14]. The yield is 0.670. (2) The reactants are C([O:3][C:4]([C:6]1[N:29]=[C:9]2[CH:10]=[C:11]([NH:14][C:15]([C:17]3[N:18]([CH3:28])[N:19]=[CH:20][C:21]=3[C:22]([N:24]3[CH2:27][CH2:26][CH2:25]3)=[O:23])=[O:16])[CH:12]=[CH:13][N:8]2[N:7]=1)=[O:5])C.O.[OH-].[Li+].Cl. The catalyst is CO.O.O1CCCC1. The product is [N:24]1([C:22]([C:21]2[CH:20]=[N:19][N:18]([CH3:28])[C:17]=2[C:15]([NH:14][C:11]2[CH:12]=[CH:13][N:8]3[N:7]=[C:6]([C:4]([OH:5])=[O:3])[N:29]=[C:9]3[CH:10]=2)=[O:16])=[O:23])[CH2:27][CH2:26][CH2:25]1. The yield is 0.774. (3) The catalyst is C(#N)C. The reactants are Br[CH2:2][CH2:3][CH2:4][O:5][C@H:6]1[CH2:11][CH2:10][C@H:9]([N:12]([CH3:26])[S:13]([C:16]2[CH:21]=[CH:20][C:19]([C:22]([F:25])([F:24])[F:23])=[CH:18][CH:17]=2)(=[O:15])=[O:14])[CH2:8][CH2:7]1.CC(O)[C:29]#[N:30].N12CCCN=C1CCCCC2. The product is [C:29]([CH2:2][CH2:3][CH2:4][O:5][C@H:6]1[CH2:11][CH2:10][C@H:9]([N:12]([CH3:26])[S:13]([C:16]2[CH:21]=[CH:20][C:19]([C:22]([F:25])([F:24])[F:23])=[CH:18][CH:17]=2)(=[O:15])=[O:14])[CH2:8][CH2:7]1)#[N:30]. The yield is 0.410. (4) The reactants are [CH:1]([N:14]1[CH2:19][CH2:18][N:17]([C:20]([C@H:22]2[CH2:24][C@@H:23]2[C:25](O)=[O:26])=[O:21])[CH2:16][CH2:15]1)([C:8]1[CH:13]=[CH:12][CH:11]=[CH:10][CH:9]=1)[C:2]1[CH:7]=[CH:6][CH:5]=[CH:4][CH:3]=1.[C:28]([NH2:32])([CH3:31])([CH3:30])[CH3:29].CN(C(ON1N=NC2C=CC=NC1=2)=[N+](C)C)C.F[P-](F)(F)(F)(F)F.C(N(CC)CC)C. The catalyst is C(Cl)Cl.C(OCC)(=O)C. The product is [CH:1]([N:14]1[CH2:15][CH2:16][N:17]([C:20]([C@H:22]2[CH2:24][C@@H:23]2[C:25]([NH:32][C:28]([CH3:31])([CH3:30])[CH3:29])=[O:26])=[O:21])[CH2:18][CH2:19]1)([C:2]1[CH:7]=[CH:6][CH:5]=[CH:4][CH:3]=1)[C:8]1[CH:9]=[CH:10][CH:11]=[CH:12][CH:13]=1. The yield is 0.900. (5) The reactants are [F:1][C:2]1[CH:7]=[C:6](B2OC(C)(C)C(C)(C)O2)[CH:5]=[CH:4][C:3]=1[C:17]1[N:18]=[C:19]2[CH:25]=[CH:24][NH:23][C:20]2=[N:21][CH:22]=1.Br[C:27]1[CH:32]=[CH:31][CH:30]=[CH:29][C:28]=1[S:33]([NH:36][CH:37]([CH3:42])[C:38]([F:41])([F:40])[F:39])(=[O:35])=[O:34].C(Cl)Cl.C([O-])(O)=O.[Na+]. The catalyst is C1C=CC(P(C2C=CC=CC=2)[C-]2C=CC=C2)=CC=1.C1C=CC(P(C2C=CC=CC=2)[C-]2C=CC=C2)=CC=1.Cl[Pd]Cl.[Fe+2].C(#N)C. The product is [F:1][C:2]1[CH:7]=[C:6]([C:27]2[C:28]([S:33]([NH:36][CH:37]([CH3:42])[C:38]([F:39])([F:40])[F:41])(=[O:34])=[O:35])=[CH:29][CH:30]=[CH:31][CH:32]=2)[CH:5]=[CH:4][C:3]=1[C:17]1[N:18]=[C:19]2[CH:25]=[CH:24][NH:23][C:20]2=[N:21][CH:22]=1. The yield is 0.640. (6) The reactants are BrC1C=CC(Br)=CC=1C1[O:10][C:11]([C:14]2[CH:19]=[CH:18][C:17]([O:20][CH2:21][CH2:22][CH2:23][CH2:24][CH2:25][CH2:26][CH2:27][CH3:28])=[CH:16][CH:15]=2)=[N:12][N:13]=1.[Cl:29][C:30]1[CH:31]=[C:32]([CH:36]=[C:37]([Cl:39])[CH:38]=1)[C:33](Cl)=[O:34]. No catalyst specified. The product is [Cl:29][C:30]1[CH:31]=[C:32]([CH:36]=[C:37]([Cl:39])[CH:38]=1)[C:33]([NH:13][NH:12][C:11](=[O:10])[C:14]1[CH:19]=[CH:18][C:17]([O:20][CH2:21][CH2:22][CH2:23][CH2:24][CH2:25][CH2:26][CH2:27][CH3:28])=[CH:16][CH:15]=1)=[O:34]. The yield is 0.600. (7) The reactants are [Br:1][C:2]1[CH:7]=[CH:6][C:5](I)=[CH:4][CH:3]=1.[NH:9]1[CH2:14][CH2:13][O:12][CH2:11][CH2:10]1.CC(C)([O-])C.[Na+].C1OCCOCCOCCOCCOCCOC1.C1C=CC(P(C2C(C3C(P(C4C=CC=CC=4)C4C=CC=CC=4)=CC=C4C=3C=CC=C4)=C3C(C=CC=C3)=CC=2)C2C=CC=CC=2)=CC=1. The catalyst is C1COCC1.C1C=CC(/C=C/C(/C=C/C2C=CC=CC=2)=O)=CC=1.C1C=CC(/C=C/C(/C=C/C2C=CC=CC=2)=O)=CC=1.C1C=CC(/C=C/C(/C=C/C2C=CC=CC=2)=O)=CC=1.[Pd].[Pd].CCOC(C)=O. The product is [Br:1][C:2]1[CH:7]=[CH:6][C:5]([N:9]2[CH2:14][CH2:13][O:12][CH2:11][CH2:10]2)=[CH:4][CH:3]=1. The yield is 0.0500. (8) The reactants are C(=O)([O-])[O-].[K+].[K+].C([O:10][C@H:11]([C:13]1[O:17][N:16]=[C:15]([C:18]2[CH:30]=[CH:29][C:21]([C:22]([O:24][C:25]([CH3:28])([CH3:27])[CH3:26])=[O:23])=[C:20]([F:31])[CH:19]=2)[N:14]=1)[CH3:12])(=O)C.Cl. The catalyst is CO. The product is [F:31][C:20]1[CH:19]=[C:18]([C:15]2[N:14]=[C:13]([C@@H:11]([OH:10])[CH3:12])[O:17][N:16]=2)[CH:30]=[CH:29][C:21]=1[C:22]([O:24][C:25]([CH3:28])([CH3:27])[CH3:26])=[O:23]. The yield is 0.930.